From a dataset of Forward reaction prediction with 1.9M reactions from USPTO patents (1976-2016). Predict the product of the given reaction. (1) The product is: [OH:19][CH2:18][CH2:17][CH2:16][O:8][C:7]1[CH:9]=[CH:10][C:2]([C:1]([OH:12])=[O:11])=[CH:3][C:4]=1[O:5][CH3:6]. Given the reactants [C:1]([OH:12])(=[O:11])[C:2]1[CH:10]=[CH:9][C:7]([OH:8])=[C:4]([O:5][CH3:6])[CH:3]=1.[OH-].[Na+].Br[CH2:16][CH2:17][CH2:18][OH:19].Cl, predict the reaction product. (2) Given the reactants Br[CH2:2][C:3]1[CH:8]=[C:7]([Cl:9])[CH:6]=[CH:5][C:4]=1[S:10]([CH2:13][CH3:14])(=[O:12])=[O:11].[CH3:15][O:16][C:17]1[CH:26]=[C:25]2[C:20]([CH:21]=[CH:22][NH:23][C:24]2=[O:27])=[CH:19][CH:18]=1, predict the reaction product. The product is: [Cl:9][C:7]1[CH:6]=[CH:5][C:4]([S:10]([CH2:13][CH3:14])(=[O:12])=[O:11])=[C:3]([CH2:2][N:23]2[CH:22]=[CH:21][C:20]3[C:25](=[CH:26][C:17]([O:16][CH3:15])=[CH:18][CH:19]=3)[C:24]2=[O:27])[CH:8]=1.